Task: Regression. Given two drug SMILES strings and cell line genomic features, predict the synergy score measuring deviation from expected non-interaction effect.. Dataset: NCI-60 drug combinations with 297,098 pairs across 59 cell lines (1) Drug 1: CNC(=O)C1=NC=CC(=C1)OC2=CC=C(C=C2)NC(=O)NC3=CC(=C(C=C3)Cl)C(F)(F)F. Drug 2: C1CCC(C(C1)N)N.C(=O)(C(=O)[O-])[O-].[Pt+4]. Cell line: UACC62. Synergy scores: CSS=24.6, Synergy_ZIP=-10.3, Synergy_Bliss=-0.342, Synergy_Loewe=-3.62, Synergy_HSA=3.44. (2) Drug 1: CC12CCC3C(C1CCC2=O)CC(=C)C4=CC(=O)C=CC34C. Drug 2: C1C(C(OC1N2C=NC3=C(N=C(N=C32)Cl)N)CO)O. Cell line: SR. Synergy scores: CSS=43.4, Synergy_ZIP=-0.731, Synergy_Bliss=-0.719, Synergy_Loewe=-2.40, Synergy_HSA=0.500. (3) Drug 1: CC1C(C(=O)NC(C(=O)N2CCCC2C(=O)N(CC(=O)N(C(C(=O)O1)C(C)C)C)C)C(C)C)NC(=O)C3=C4C(=C(C=C3)C)OC5=C(C(=O)C(=C(C5=N4)C(=O)NC6C(OC(=O)C(N(C(=O)CN(C(=O)C7CCCN7C(=O)C(NC6=O)C(C)C)C)C)C(C)C)C)N)C. Drug 2: CC1CCCC2(C(O2)CC(NC(=O)CC(C(C(=O)C(C1O)C)(C)C)O)C(=CC3=CSC(=N3)C)C)C. Cell line: IGROV1. Synergy scores: CSS=35.9, Synergy_ZIP=-1.55, Synergy_Bliss=0.417, Synergy_Loewe=-1.06, Synergy_HSA=3.35. (4) Drug 1: C1=CC(=CC=C1CC(C(=O)O)N)N(CCCl)CCCl.Cl. Drug 2: C1CNP(=O)(OC1)N(CCCl)CCCl. Cell line: DU-145. Synergy scores: CSS=-4.55, Synergy_ZIP=0.116, Synergy_Bliss=-2.93, Synergy_Loewe=-7.44, Synergy_HSA=-5.83. (5) Drug 1: CC1=C(C=C(C=C1)NC(=O)C2=CC=C(C=C2)CN3CCN(CC3)C)NC4=NC=CC(=N4)C5=CN=CC=C5. Drug 2: CC1=C(C(=CC=C1)Cl)NC(=O)C2=CN=C(S2)NC3=CC(=NC(=N3)C)N4CCN(CC4)CCO. Cell line: DU-145. Synergy scores: CSS=-4.37, Synergy_ZIP=4.29, Synergy_Bliss=4.56, Synergy_Loewe=-2.49, Synergy_HSA=-2.75. (6) Drug 1: CC1CCC2CC(C(=CC=CC=CC(CC(C(=O)C(C(C(=CC(C(=O)CC(OC(=O)C3CCCCN3C(=O)C(=O)C1(O2)O)C(C)CC4CCC(C(C4)OC)O)C)C)O)OC)C)C)C)OC. Drug 2: C1=NC(=NC(=O)N1C2C(C(C(O2)CO)O)O)N. Cell line: NCI-H322M. Synergy scores: CSS=13.5, Synergy_ZIP=-3.04, Synergy_Bliss=10.6, Synergy_Loewe=-1.78, Synergy_HSA=1.88. (7) Drug 1: C1=NC2=C(N=C(N=C2N1C3C(C(C(O3)CO)O)F)Cl)N. Drug 2: CC=C1C(=O)NC(C(=O)OC2CC(=O)NC(C(=O)NC(CSSCCC=C2)C(=O)N1)C(C)C)C(C)C. Cell line: MDA-MB-435. Synergy scores: CSS=57.6, Synergy_ZIP=-0.603, Synergy_Bliss=-1.14, Synergy_Loewe=-20.1, Synergy_HSA=-2.15.